From a dataset of Full USPTO retrosynthesis dataset with 1.9M reactions from patents (1976-2016). Predict the reactants needed to synthesize the given product. Given the product [Cl:1][C:2]1[CH:7]=[C:6]([F:8])[CH:5]=[CH:4][C:3]=1[S:9]([NH:12][C@@H:13]([CH2:25][OH:26])[CH2:14][CH2:15][CH2:16][NH:17][C:18](=[O:19])[O:20][C:21]([CH3:23])([CH3:24])[CH3:22])(=[O:10])=[O:11], predict the reactants needed to synthesize it. The reactants are: [Cl:1][C:2]1[CH:7]=[C:6]([F:8])[CH:5]=[CH:4][C:3]=1[S:9]([NH:12][C@@H:13]([C:25](O)=[O:26])[CH2:14][CH2:15][CH2:16][NH:17][C:18]([O:20][C:21]([CH3:24])([CH3:23])[CH3:22])=[O:19])(=[O:11])=[O:10].